From a dataset of Reaction yield outcomes from USPTO patents with 853,638 reactions. Predict the reaction yield, written as a fraction of the theoretical maximum amount of product (1.0 means a 100% yield; for example, 0.34 means a 34% yield). (1) The reactants are [C:1](=[O:16])([O:14][CH3:15])[O:2][C:3]1[CH:8]=[CH:7][C:6]([F:9])=[CH:5][C:4]=1[C:10]([CH3:13])([CH3:12])[CH3:11].[N+:17]([O-:20])([OH:19])=[O:18]. The catalyst is OS(O)(=O)=O. The product is [C:1](=[O:16])([O:14][CH3:15])[O:2][C:3]1[CH:8]=[C:7]([N+:17]([O-:19])=[O:18])[C:6]([F:9])=[CH:5][C:4]=1[C:10]([CH3:11])([CH3:12])[CH3:13].[C:1](=[O:16])([O:14][CH3:15])[O:2][C:3]1[C:8]([N+:17]([O-:20])=[O:18])=[CH:7][C:6]([F:9])=[CH:5][C:4]=1[C:10]([CH3:11])([CH3:12])[CH3:13]. The yield is 0.550. (2) The reactants are [F:1][C:2]1[CH:30]=[CH:29][CH:28]=[C:27]([F:31])[C:3]=1[CH2:4][N:5]1[C:9]2[CH:10]=[CH:11][CH:12]=[C:13]([N:14](C)[C:15](=O)C)[C:8]=2[N:7]=[C:6]1[C:19]1[C:24]([F:25])=[CH:23][CH:22]=[CH:21][C:20]=1[F:26].Cl. The catalyst is O. The product is [F:1][C:2]1[CH:30]=[CH:29][CH:28]=[C:27]([F:31])[C:3]=1[CH2:4][N:5]1[C:9]2[CH:10]=[CH:11][CH:12]=[C:13]([NH:14][CH3:15])[C:8]=2[N:7]=[C:6]1[C:19]1[C:20]([F:26])=[CH:21][CH:22]=[CH:23][C:24]=1[F:25]. The yield is 0.780. (3) The reactants are C([O:3][CH2:4][CH2:5][O:6][NH:7][C:8]([C:10]1[C:11]([NH:21][C:22]2[CH:27]=[CH:26][C:25]([Br:28])=[CH:24][C:23]=2[Cl:29])=[C:12]([F:20])[C:13]2[O:17][N:16]=[C:15]([CH3:18])[C:14]=2[CH:19]=1)=[O:9])=C.Cl.[OH-].[Na+]. The catalyst is CCO.CCOC(C)=O. The product is [OH:3][CH2:4][CH2:5][O:6][NH:7][C:8]([C:10]1[C:11]([NH:21][C:22]2[CH:27]=[CH:26][C:25]([Br:28])=[CH:24][C:23]=2[Cl:29])=[C:12]([F:20])[C:13]2[O:17][N:16]=[C:15]([CH3:18])[C:14]=2[CH:19]=1)=[O:9]. The yield is 0.960. (4) The reactants are [NH2:1][C:2]1[CH:3]=[CH:4][C:5]([F:26])=[C:6]([C:8]23[CH2:16][NH:15][CH2:14][CH:13]2[CH2:12][S:11][C:10]([NH:17][C:18](=[O:25])[C:19]2[CH:24]=[CH:23][CH:22]=[CH:21][CH:20]=2)=[N:9]3)[CH:7]=1.[F:27][C:28]1[CH:29]=[N:30][C:31](Cl)=[N:32][CH:33]=1.C(N(C(C)C)CC)(C)C. The catalyst is O1CCOCC1.O. The product is [NH2:1][C:2]1[CH:3]=[CH:4][C:5]([F:26])=[C:6]([C:8]23[CH2:16][N:15]([C:31]4[N:32]=[CH:33][C:28]([F:27])=[CH:29][N:30]=4)[CH2:14][CH:13]2[CH2:12][S:11][C:10]([NH:17][C:18](=[O:25])[C:19]2[CH:24]=[CH:23][CH:22]=[CH:21][CH:20]=2)=[N:9]3)[CH:7]=1. The yield is 0.660.